Dataset: Full USPTO retrosynthesis dataset with 1.9M reactions from patents (1976-2016). Task: Predict the reactants needed to synthesize the given product. (1) Given the product [C:23]([C:17](=[CH:16][NH:12][C:9]1[CH:8]=[C:7]([C:1]2[CH:2]=[CH:3][CH:4]=[CH:5][CH:6]=2)[S:11][CH:10]=1)[C:18]([O:20][CH2:21][CH3:22])=[O:19])#[N:24], predict the reactants needed to synthesize it. The reactants are: [C:1]1([C:7]2[S:11][CH:10]=[C:9]([NH2:12])[CH:8]=2)[CH:6]=[CH:5][CH:4]=[CH:3][CH:2]=1.C(O[CH:16]=[C:17]([C:23]#[N:24])[C:18]([O:20][CH2:21][CH3:22])=[O:19])C. (2) Given the product [C:17]([C:21]1[CH:26]=[CH:25][C:24]2[NH:27][C:14]([C@H:9]([NH2:8])[C@@H:10]([O:11][CH3:12])[CH3:13])=[N:28][C:23]=2[CH:22]=1)([CH3:20])([CH3:18])[CH3:19], predict the reactants needed to synthesize it. The reactants are: C(OC([NH:8][C@@H:9]([C:14](O)=O)[C@H:10]([CH3:13])[O:11][CH3:12])=O)(C)(C)C.[C:17]([C:21]1[CH:26]=[CH:25][C:24]([NH2:27])=[C:23]([NH2:28])[CH:22]=1)([CH3:20])([CH3:19])[CH3:18]. (3) Given the product [CH3:1][O:2][C:3]1[CH:4]=[C:5]2[C:10](=[CH:11][C:12]=1[O:13][CH3:14])[N:9]=[CH:8][CH:7]=[C:6]2[O:15][C:16]1[CH:21]=[C:20]([O:22][CH3:23])[CH:19]=[CH:18][C:17]=1[C:24](=[O:27])[CH2:25][CH3:26], predict the reactants needed to synthesize it. The reactants are: [CH3:1][O:2][C:3]1[CH:4]=[C:5]2[C:10](=[CH:11][C:12]=1[O:13][CH3:14])[N:9]=[CH:8][CH:7]=[C:6]2[O:15][C:16]1[CH:21]=[C:20]([O:22][CH3:23])[CH:19]=[CH:18][C:17]=1[CH:24]([OH:27])[CH2:25][CH3:26].O. (4) Given the product [P:3](=[O:4])([OH:7])([OH:6])[OH:5].[P:11]([OH:14])([OH:13])[OH:12].[NH3:2], predict the reactants needed to synthesize it. The reactants are: [P].[NH3:2].[P:3]([O-:7])([O-:6])([O-:5])=[O:4].[NH4+].[NH4+].[NH4+].[P:11]([OH:14])([OH:13])[OH:12]. (5) Given the product [Cl:76][C:63]1[CH:62]=[C:61]([NH:60][C:58]2[C:59]3=[C:51]([CH2:50][N:47]4[CH2:46][CH2:45][CH2:44][NH:43][CH2:49][CH2:48]4)[CH:52]=[CH:53][N:54]3[N:55]=[CH:56][N:57]=2)[CH:66]=[CH:65][C:64]=1[O:67][CH2:68][C:69]1[CH:74]=[CH:73][CH:72]=[C:71]([F:75])[CH:70]=1, predict the reactants needed to synthesize it. The reactants are: C1(S(CC2C=CN3C=2C(NC2C=CC(OCC4C=CC=C(F)C=4)=C(Cl)C=2)=NC=N3)=O)C=CC=CC=1.N1CCCNCC1.[NH2:43][CH:44]1[CH2:49][CH2:48][N:47]([CH2:50][C:51]2[CH:52]=[CH:53][N:54]3[C:59]=2[C:58]([NH:60][C:61]2[CH:66]=[CH:65][C:64]([O:67][CH2:68][C:69]4[CH:74]=[CH:73][CH:72]=[C:71]([F:75])[CH:70]=4)=[C:63]([Cl:76])[CH:62]=2)=[N:57][CH:56]=[N:55]3)[CH2:46][CH2:45]1.C(O)(C(F)(F)F)=O.